This data is from Full USPTO retrosynthesis dataset with 1.9M reactions from patents (1976-2016). The task is: Predict the reactants needed to synthesize the given product. (1) Given the product [CH2:1]([NH:15][S:16]([NH2:19])(=[O:18])=[O:17])[CH2:2][CH2:3][CH2:4][CH2:5][CH2:6][CH2:7][CH2:8][CH2:9][CH2:10][CH2:11][CH2:12][CH2:13][CH3:14], predict the reactants needed to synthesize it. The reactants are: [CH2:1]([NH2:15])[CH2:2][CH2:3][CH2:4][CH2:5][CH2:6][CH2:7][CH2:8][CH2:9][CH2:10][CH2:11][CH2:12][CH2:13][CH3:14].[S:16](N)([NH2:19])(=[O:18])=[O:17]. (2) The reactants are: C1(C2C=CC=CC=2)C=CC=CC=1P(C(C)(C)C)C(C)(C)C.Br[C:23]1[CH:24]=[C:25]([C:29]2([NH:35][CH2:36][C@@H:37]([OH:52])[C@@H:38]([NH:48][C:49](=[O:51])[CH3:50])[CH2:39][C:40]3[CH:45]=[C:44]([F:46])[CH:43]=[C:42]([F:47])[CH:41]=3)[CH2:34][CH2:33][CH2:32][CH2:31][CH2:30]2)[CH:26]=[CH:27][CH:28]=1.[CH3:53][C:54]1[CH:55]=[C:56](B(O)O)[S:57][CH:58]=1.[F-].[K+]. Given the product [F:47][C:42]1[CH:41]=[C:40]([CH:45]=[C:44]([F:46])[CH:43]=1)[CH2:39][C@H:38]([NH:48][C:49](=[O:51])[CH3:50])[C@H:37]([OH:52])[CH2:36][NH:35][C:29]1([C:25]2[CH:26]=[CH:27][CH:28]=[C:23]([C:56]3[S:57][CH:58]=[C:54]([CH3:53])[CH:55]=3)[CH:24]=2)[CH2:34][CH2:33][CH2:32][CH2:31][CH2:30]1, predict the reactants needed to synthesize it. (3) Given the product [Br:14][C:5]1[C:4]([C:8]2[CH:13]=[CH:12][CH:11]=[CH:10][CH:9]=2)=[C:3]([CH2:1][CH3:2])[NH:7][N:6]=1, predict the reactants needed to synthesize it. The reactants are: [CH2:1]([C:3]1[NH:7][N:6]=[CH:5][C:4]=1[C:8]1[CH:13]=[CH:12][CH:11]=[CH:10][CH:9]=1)[CH3:2].[Br:14]Br.